This data is from Forward reaction prediction with 1.9M reactions from USPTO patents (1976-2016). The task is: Predict the product of the given reaction. (1) The product is: [CH:13]1([N:18]2[C:12]3[C:11]([O:8][CH2:9][CH3:10])=[N:24][CH2:23][CH2:22][C:21]=3[C:20]([CH2:28][CH3:29])=[N:19]2)[CH2:14][CH2:15][CH2:16][CH2:17]1. Given the reactants F[B-](F)(F)F.C([O+:8]([CH2:11][CH3:12])[CH2:9][CH3:10])C.[CH:13]1([N:18]2[C:22]3[C:23](=O)[NH:24]CC[C:21]=3[C:20]([CH2:28][CH3:29])=[N:19]2)[CH2:17][CH2:16][CH2:15][CH2:14]1, predict the reaction product. (2) Given the reactants [CH3:1][N:2]([CH3:12])[C:3]1[CH:11]=[CH:10][CH:9]=[CH:8][C:4]=1[C:5]([OH:7])=O.C(Cl)(=O)C(Cl)=O.[NH2:19][C:20]1[CH:25]=[CH:24][C:23]([N:26]2[C:32](=[O:33])[CH2:31][C:30](=[O:34])[NH:29][C:28]3[C:35]4[C:40]([CH:41]=[CH:42][C:27]2=3)=[CH:39][CH:38]=[CH:37][CH:36]=4)=[CH:22][CH:21]=1, predict the reaction product. The product is: [CH3:12][N:2]([CH3:1])[C:3]1[CH:11]=[CH:10][CH:9]=[CH:8][C:4]=1[C:5]([NH:19][C:20]1[CH:25]=[CH:24][C:23]([N:26]2[C:32](=[O:33])[CH2:31][C:30](=[O:34])[NH:29][C:28]3[C:35]4[C:40]([CH:41]=[CH:42][C:27]2=3)=[CH:39][CH:38]=[CH:37][CH:36]=4)=[CH:22][CH:21]=1)=[O:7]. (3) Given the reactants C(OC(=O)[NH:7][CH:8]1[CH2:13][CH2:12][CH:11]([NH:14][C:15]2[N:20]=[C:19]3[N:21](COCC[Si](C)(C)C)[N:22]=[C:23]([C:24]4[CH:29]=[CH:28][CH:27]=[C:26]([NH:30][CH2:31][C:32]5[CH:36]=[CH:35][S:34][CH:33]=5)[CH:25]=4)[C:18]3=[CH:17][N:16]=2)[CH2:10][CH2:9]1)(C)(C)C.C(O)(C(F)(F)F)=O, predict the reaction product. The product is: [S:34]1[CH:35]=[CH:36][C:32]([CH2:31][NH:30][C:26]2[CH:25]=[C:24]([C:23]3[C:18]4[C:19](=[N:20][C:15]([NH:14][CH:11]5[CH2:12][CH2:13][CH:8]([NH2:7])[CH2:9][CH2:10]5)=[N:16][CH:17]=4)[NH:21][N:22]=3)[CH:29]=[CH:28][CH:27]=2)=[CH:33]1. (4) Given the reactants C[O:2][C:3](=[O:20])[C@@H:4]([N:12]1[CH2:16][C:15]([O:17][CH3:18])=[CH:14][C:13]1=[O:19])[CH2:5][CH:6]1[CH2:11][CH2:10][CH2:9][CH2:8][CH2:7]1.O.[OH-].[Li+].Cl, predict the reaction product. The product is: [CH:6]1([CH2:5][C@H:4]([N:12]2[CH2:16][C:15]([O:17][CH3:18])=[CH:14][C:13]2=[O:19])[C:3]([OH:20])=[O:2])[CH2:11][CH2:10][CH2:9][CH2:8][CH2:7]1. (5) The product is: [C:23]([CH:21]([NH:22][C:2]1[C:11]([C:12]([OH:14])=[O:13])=[CH:10][C:9]2[C:4](=[CH:5][CH:6]=[C:7]([Cl:15])[CH:8]=2)[N:3]=1)[CH2:20][C:19]1[CH:26]=[CH:27][C:28]([OH:29])=[C:17]([F:16])[CH:18]=1)([OH:25])=[O:24]. Given the reactants Cl[C:2]1[C:11]([C:12]([OH:14])=[O:13])=[CH:10][C:9]2[C:4](=[CH:5][CH:6]=[C:7]([Cl:15])[CH:8]=2)[N:3]=1.[F:16][C:17]1[CH:18]=[C:19]([CH:26]=[CH:27][C:28]=1[OH:29])[CH2:20][CH:21]([C:23]([OH:25])=[O:24])[NH2:22], predict the reaction product. (6) The product is: [F:15][C:12]1[CH:13]=[CH:14][C:9]([C:7]2[C:4]([OH:3])=[CH:5][N:6]=[C:2]([NH:18][CH3:17])[N:1]=2)=[CH:10][CH:11]=1. Given the reactants [NH2:1][C:2]1[O:3][C:4]([C:7]([C:9]2[CH:14]=[CH:13][C:12]([F:15])=[CH:11][CH:10]=2)=O)=[CH:5][N:6]=1.O.[CH3:17][NH2:18], predict the reaction product.